From a dataset of Peptide-MHC class I binding affinity with 185,985 pairs from IEDB/IMGT. Regression. Given a peptide amino acid sequence and an MHC pseudo amino acid sequence, predict their binding affinity value. This is MHC class I binding data. (1) The peptide sequence is IPMTGPLVA. The MHC is HLA-B07:02 with pseudo-sequence HLA-B07:02. The binding affinity (normalized) is 0.637. (2) The peptide sequence is RRTLDLLKY. The MHC is H-2-Kb with pseudo-sequence H-2-Kb. The binding affinity (normalized) is 0.493.